From a dataset of Peptide-MHC class I binding affinity with 185,985 pairs from IEDB/IMGT. Regression. Given a peptide amino acid sequence and an MHC pseudo amino acid sequence, predict their binding affinity value. This is MHC class I binding data. The peptide sequence is QLKQRDALF. The MHC is HLA-A31:01 with pseudo-sequence HLA-A31:01. The binding affinity (normalized) is 0.0847.